Dataset: Forward reaction prediction with 1.9M reactions from USPTO patents (1976-2016). Task: Predict the product of the given reaction. (1) Given the reactants O=[C:2]1[CH2:7][CH2:6][N:5]([C:8]([O:10][C:11]([CH3:14])([CH3:13])[CH3:12])=[O:9])[C@H:4]([C:15]([O:17][C:18]([CH3:21])([CH3:20])[CH3:19])=[O:16])[CH2:3]1.[O:22]=[C:23]1[CH2:28][CH2:27][N:26]([C:29]([O:31][C:32]([CH3:35])([CH3:34])[CH3:33])=[O:30])[C@@H:25]([C:36]([O:38][C:39]([CH3:42])([CH3:41])[CH3:40])=[O:37])[CH2:24]1, predict the reaction product. The product is: [NH2:26][CH:2]1[CH2:7][CH2:6][N:5]([C:8]([O:10][C:11]([CH3:14])([CH3:13])[CH3:12])=[O:9])[C@H:4]([C:15]([O:17][C:18]([CH3:21])([CH3:20])[CH3:19])=[O:16])[CH2:3]1.[O:22]=[C:23]1[CH2:28][CH2:27][N:26]([C:29]([O:31][C:32]([CH3:35])([CH3:34])[CH3:33])=[O:30])[C@H:25]([C:36]([O:38][C:39]([CH3:42])([CH3:41])[CH3:40])=[O:37])[CH2:24]1. (2) The product is: [CH2:15]([NH:18][C:4]1[C:5]2[S:10][CH:9]=[C:8]([CH:11]([CH3:13])[CH3:12])[C:6]=2[N:7]=[C:2]([Cl:1])[N:3]=1)[CH:16]=[CH2:17]. Given the reactants [Cl:1][C:2]1[N:3]=[C:4](Cl)[C:5]2[S:10][CH:9]=[C:8]([CH:11]([CH3:13])[CH3:12])[C:6]=2[N:7]=1.[CH2:15]([NH2:18])[CH:16]=[CH2:17], predict the reaction product.